This data is from NCI-60 drug combinations with 297,098 pairs across 59 cell lines. The task is: Regression. Given two drug SMILES strings and cell line genomic features, predict the synergy score measuring deviation from expected non-interaction effect. (1) Drug 1: CC1=C(C=C(C=C1)C(=O)NC2=CC(=CC(=C2)C(F)(F)F)N3C=C(N=C3)C)NC4=NC=CC(=N4)C5=CN=CC=C5. Drug 2: CS(=O)(=O)CCNCC1=CC=C(O1)C2=CC3=C(C=C2)N=CN=C3NC4=CC(=C(C=C4)OCC5=CC(=CC=C5)F)Cl. Cell line: SF-539. Synergy scores: CSS=-4.72, Synergy_ZIP=2.82, Synergy_Bliss=-6.09, Synergy_Loewe=-3.60, Synergy_HSA=-11.8. (2) Drug 1: CCCCC(=O)OCC(=O)C1(CC(C2=C(C1)C(=C3C(=C2O)C(=O)C4=C(C3=O)C=CC=C4OC)O)OC5CC(C(C(O5)C)O)NC(=O)C(F)(F)F)O. Drug 2: CC1C(C(CC(O1)OC2CC(CC3=C2C(=C4C(=C3O)C(=O)C5=CC=CC=C5C4=O)O)(C(=O)C)O)N)O. Cell line: SK-MEL-2. Synergy scores: CSS=45.0, Synergy_ZIP=3.96, Synergy_Bliss=3.00, Synergy_Loewe=-7.61, Synergy_HSA=-0.752. (3) Drug 1: C1CCC(CC1)NC(=O)N(CCCl)N=O. Cell line: SNB-75. Drug 2: CCC1(CC2CC(C3=C(CCN(C2)C1)C4=CC=CC=C4N3)(C5=C(C=C6C(=C5)C78CCN9C7C(C=CC9)(C(C(C8N6C=O)(C(=O)OC)O)OC(=O)C)CC)OC)C(=O)OC)O.OS(=O)(=O)O. Synergy scores: CSS=16.9, Synergy_ZIP=-4.09, Synergy_Bliss=2.30, Synergy_Loewe=-1.57, Synergy_HSA=2.18. (4) Cell line: HOP-62. Synergy scores: CSS=29.0, Synergy_ZIP=-2.90, Synergy_Bliss=0.521, Synergy_Loewe=-4.69, Synergy_HSA=3.07. Drug 2: CCC1(CC2CC(C3=C(CCN(C2)C1)C4=CC=CC=C4N3)(C5=C(C=C6C(=C5)C78CCN9C7C(C=CC9)(C(C(C8N6C)(C(=O)OC)O)OC(=O)C)CC)OC)C(=O)OC)O.OS(=O)(=O)O. Drug 1: CCC1=CC2CC(C3=C(CN(C2)C1)C4=CC=CC=C4N3)(C5=C(C=C6C(=C5)C78CCN9C7C(C=CC9)(C(C(C8N6C)(C(=O)OC)O)OC(=O)C)CC)OC)C(=O)OC.C(C(C(=O)O)O)(C(=O)O)O. (5) Drug 1: C1CN1C2=NC(=NC(=N2)N3CC3)N4CC4. Drug 2: C1CCC(C(C1)N)N.C(=O)(C(=O)[O-])[O-].[Pt+4]. Cell line: BT-549. Synergy scores: CSS=35.0, Synergy_ZIP=-6.25, Synergy_Bliss=-3.38, Synergy_Loewe=1.61, Synergy_HSA=3.37. (6) Drug 1: C1=CC(=C2C(=C1NCCNCCO)C(=O)C3=C(C=CC(=C3C2=O)O)O)NCCNCCO. Drug 2: C1=NC2=C(N=C(N=C2N1C3C(C(C(O3)CO)O)O)F)N. Cell line: SK-MEL-5. Synergy scores: CSS=28.1, Synergy_ZIP=-1.06, Synergy_Bliss=1.85, Synergy_Loewe=-10.5, Synergy_HSA=2.65. (7) Cell line: SN12C. Drug 2: C1CCC(C(C1)N)N.C(=O)(C(=O)[O-])[O-].[Pt+4]. Synergy scores: CSS=26.7, Synergy_ZIP=-0.528, Synergy_Bliss=10.9, Synergy_Loewe=2.92, Synergy_HSA=3.11. Drug 1: CC1=C2C(C(=O)C3(C(CC4C(C3C(C(C2(C)C)(CC1OC(=O)C(C(C5=CC=CC=C5)NC(=O)OC(C)(C)C)O)O)OC(=O)C6=CC=CC=C6)(CO4)OC(=O)C)O)C)O. (8) Drug 1: CC1OCC2C(O1)C(C(C(O2)OC3C4COC(=O)C4C(C5=CC6=C(C=C35)OCO6)C7=CC(=C(C(=C7)OC)O)OC)O)O. Drug 2: C(CCl)NC(=O)N(CCCl)N=O. Cell line: CCRF-CEM. Synergy scores: CSS=52.6, Synergy_ZIP=-0.237, Synergy_Bliss=0.193, Synergy_Loewe=-7.00, Synergy_HSA=0.909.